Dataset: Full USPTO retrosynthesis dataset with 1.9M reactions from patents (1976-2016). Task: Predict the reactants needed to synthesize the given product. (1) The reactants are: C([O:3][C:4](=O)[CH2:5][C:6]1([CH2:20][CH3:21])[C:11]2[NH:12][C:13]3[C:18]([C:10]=2[CH2:9][CH2:8][O:7]1)=[CH:17][CH:16]=[CH:15][C:14]=3[Br:19])C.[BH4-].[Li+]. Given the product [Br:19][C:14]1[CH:15]=[CH:16][CH:17]=[C:18]2[C:13]=1[NH:12][C:11]1[C:6]([CH2:5][CH2:4][OH:3])([CH2:20][CH3:21])[O:7][CH2:8][CH2:9][C:10]2=1, predict the reactants needed to synthesize it. (2) Given the product [F:1][C:2]1[C:7]([C:12]2[N:17]=[CH:16][CH:15]=[CH:14][N:13]=2)=[CH:6][CH:5]=[CH:4][N:3]=1, predict the reactants needed to synthesize it. The reactants are: [F:1][C:2]1[C:7](B(O)O)=[CH:6][CH:5]=[CH:4][N:3]=1.Br[C:12]1[N:17]=[CH:16][CH:15]=[CH:14][N:13]=1.C([O-])([O-])=O.[Na+].[Na+].ClCCl. (3) Given the product [C:1]([C:4]1[N:5]([CH2:22][C:23]2[CH:24]=[CH:25][C:26]([C:27]([OH:29])=[O:28])=[CH:31][CH:32]=2)[C:6](=[O:21])[C:7]2[C:12]([C:13]=1[C:14]1[CH:15]=[CH:16][CH:17]=[CH:18][CH:19]=1)=[CH:11][C:10]([Br:20])=[CH:9][CH:8]=2)(=[O:3])[CH3:2], predict the reactants needed to synthesize it. The reactants are: [C:1]([C:4]1[N:5]([CH2:22][C:23]2[CH:32]=[CH:31][C:26]([C:27]([O:29]C)=[O:28])=[CH:25][CH:24]=2)[C:6](=[O:21])[C:7]2[C:12]([C:13]=1[C:14]1[CH:19]=[CH:18][CH:17]=[CH:16][CH:15]=1)=[CH:11][C:10]([Br:20])=[CH:9][CH:8]=2)(=[O:3])[CH3:2].[OH-].[Na+]. (4) Given the product [NH2:1][CH2:4][CH:5]([OH:35])[CH2:6][N:7]1[C:12]2[N:13]=[C:14]([NH:17][CH2:18][CH3:19])[N:15]=[CH:16][C:11]=2[CH:10]=[C:9]([C:20]2[CH:25]=[CH:24][C:23]([C:26]3[CH:31]=[N:30][CH:29]=[C:28]([CH3:32])[N:27]=3)=[CH:22][C:21]=2[Cl:33])[C:8]1=[O:34], predict the reactants needed to synthesize it. The reactants are: [N:1]([CH2:4][CH:5]([OH:35])[CH2:6][N:7]1[C:12]2[N:13]=[C:14]([NH:17][CH2:18][CH3:19])[N:15]=[CH:16][C:11]=2[CH:10]=[C:9]([C:20]2[CH:25]=[CH:24][C:23]([C:26]3[CH:31]=[N:30][CH:29]=[C:28]([CH3:32])[N:27]=3)=[CH:22][C:21]=2[Cl:33])[C:8]1=[O:34])=[N+]=[N-].Cl.C(CCP(CCC(O)=O)CCC(O)=O)(O)=O.O.C([O-])(O)=O.[Na+].